From a dataset of NCI-60 drug combinations with 297,098 pairs across 59 cell lines. Regression. Given two drug SMILES strings and cell line genomic features, predict the synergy score measuring deviation from expected non-interaction effect. (1) Drug 1: CCC1(CC2CC(C3=C(CCN(C2)C1)C4=CC=CC=C4N3)(C5=C(C=C6C(=C5)C78CCN9C7C(C=CC9)(C(C(C8N6C)(C(=O)OC)O)OC(=O)C)CC)OC)C(=O)OC)O.OS(=O)(=O)O. Drug 2: C1C(C(OC1N2C=NC(=NC2=O)N)CO)O. Cell line: NCI-H226. Synergy scores: CSS=6.25, Synergy_ZIP=-4.93, Synergy_Bliss=-6.73, Synergy_Loewe=-22.6, Synergy_HSA=-4.37. (2) Drug 1: C1CCN(CC1)CCOC2=CC=C(C=C2)C(=O)C3=C(SC4=C3C=CC(=C4)O)C5=CC=C(C=C5)O. Drug 2: CC1CCCC2(C(O2)CC(NC(=O)CC(C(C(=O)C(C1O)C)(C)C)O)C(=CC3=CSC(=N3)C)C)C. Cell line: KM12. Synergy scores: CSS=-1.31, Synergy_ZIP=0.696, Synergy_Bliss=-0.348, Synergy_Loewe=-69.8, Synergy_HSA=-9.09.